The task is: Predict the reaction yield, written as a fraction of the theoretical maximum amount of product (1.0 means a 100% yield; for example, 0.34 means a 34% yield).. This data is from Reaction yield outcomes from USPTO patents with 853,638 reactions. (1) The reactants are C(OC([N:8]1[CH2:13][CH2:12][N:11]([CH2:14][CH2:15][C:16]([CH3:19])([CH3:18])[CH3:17])[CH2:10][CH2:9]1)=O)(C)(C)C.[ClH:20].O1CCOCC1. The catalyst is CO. The product is [ClH:20].[ClH:20].[CH3:17][C:16]([CH3:19])([CH3:18])[CH2:15][CH2:14][N:11]1[CH2:10][CH2:9][NH:8][CH2:13][CH2:12]1. The yield is 0.900. (2) The reactants are [CH3:1][C:2]([N:4]1[CH2:9][CH2:8][N:7]([C:10]2[CH:11]=[CH:12][C:13]([O:16][CH2:17][C@H:18]3[O:22][C@@:21]([C:29]4[CH:30]=[CH:31][C:32]([Cl:36])=[CH:33][C:34]=4[Cl:35])([CH2:23][N:24]4[CH:28]=[N:27][CH:26]=[CH:25]4)[O:20][CH2:19]3)=[CH:14][CH:15]=2)[CH2:6][CH2:5]1)=[O:3].Cl[CH2:38][C:39]([NH:41][CH2:42][CH2:43][CH2:44][CH2:45][CH2:46][CH2:47][CH2:48][CH2:49][CH2:50][CH2:51][CH2:52][CH2:53][CH2:54][CH2:55][CH2:56][CH3:57])=[O:40].[I-].[Na+]. The catalyst is C(#N)C. The product is [CH3:1][C:2]([N:4]1[CH2:9][CH2:8][N:7]([C:10]2[CH:11]=[CH:12][C:13]([O:16][CH2:17][C@H:18]3[O:22][C@@:21]([C:29]4[CH:30]=[CH:31][C:32]([Cl:36])=[CH:33][C:34]=4[Cl:35])([CH2:23][N:24]4[CH:28]=[N:27][CH:26]=[CH:25]4)[O:20][CH2:19]3)=[CH:14][CH:15]=2)[CH2:6][CH2:5]1)=[O:3].[CH2:42]([NH:41][C:39](=[O:40])[CH3:38])[CH2:43][CH2:44][CH2:45][CH2:46][CH2:47][CH2:48][CH2:49][CH2:50][CH2:51][CH2:52][CH2:53][CH2:54][CH2:55][CH2:56][CH3:57]. The yield is 0.650. (3) The reactants are [N:1]1([C:10]([C@@H:12]([C@H:22]([CH2:35][OH:36])[O:23][CH2:24][P:25]([O:31][CH:32]([CH3:34])[CH3:33])([O:27][CH:28]([CH3:30])[CH3:29])=[O:26])[O:13]C(=O)C2C=CC=CC=2)=[O:11])[CH:9]=[C:7]([CH3:8])[C:5](=[O:6])[NH:4][C:2]1=[O:3].N. The catalyst is CO. The product is [N:1]1([C:10]([C@@H:12]([C@H:22]([CH2:35][OH:36])[O:23][CH2:24][P:25]([O:31][CH:32]([CH3:34])[CH3:33])([O:27][CH:28]([CH3:30])[CH3:29])=[O:26])[OH:13])=[O:11])[CH:9]=[C:7]([CH3:8])[C:5](=[O:6])[NH:4][C:2]1=[O:3]. The yield is 0.710. (4) The product is [NH2:8][C:9]1[N:14]=[CH:13][C:12]([C:15]2[C:16]3[CH2:29][CH2:28][N:27]([C:30]4[CH:35]=[CH:34][C:33]([CH2:36][CH2:37][C:57]([N:59]5[CH2:60][CH2:61][NH:62][CH2:63][CH2:64]5)=[O:58])=[CH:32][CH:31]=4)[C:17]=3[N:18]=[C:19]([N:21]3[CH2:26][CH2:25][O:24][CH2:23][CH2:22]3)[N:20]=2)=[CH:11][N:10]=1. No catalyst specified. The reactants are COC1C=CC(C[N:8](CC2C=CC(OC)=CC=2)[C:9]2[N:14]=[CH:13][C:12]([C:15]3[C:16]4[CH2:29][CH2:28][N:27]([C:30]5[CH:35]=[CH:34][C:33]([CH2:36][CH2:37]C(O)=O)=[CH:32][CH:31]=5)[C:17]=4[N:18]=[C:19]([N:21]4[CH2:26][CH2:25][O:24][CH2:23][CH2:22]4)[N:20]=3)=[CH:11][N:10]=2)=CC=1.C(O[C:57]([N:59]1[CH2:64][CH2:63][NH:62][CH2:61][CH2:60]1)=[O:58])(C)(C)C. The yield is 0.310. (5) The reactants are [C:1]1([N:7]2[C:11]3([CH2:16][CH2:15][NH:14][CH2:13][CH2:12]3)[C:10](=[O:17])[NH:9][CH2:8]2)[CH:6]=[CH:5][CH:4]=[CH:3][CH:2]=1.[C:18]([O:22][C:23](O[C:23]([O:22][C:18]([CH3:21])([CH3:20])[CH3:19])=[O:24])=[O:24])([CH3:21])([CH3:20])[CH3:19]. The catalyst is ClCCl.C(=O)(O)[O-].[Na+]. The product is [C:18]([O:22][C:23]([N:14]1[CH2:13][CH2:12][C:11]2([N:7]([C:1]3[CH:2]=[CH:3][CH:4]=[CH:5][CH:6]=3)[CH2:8][NH:9][C:10]2=[O:17])[CH2:16][CH2:15]1)=[O:24])([CH3:21])([CH3:20])[CH3:19]. The yield is 1.00.